Dataset: Catalyst prediction with 721,799 reactions and 888 catalyst types from USPTO. Task: Predict which catalyst facilitates the given reaction. Reactant: [NH2:1][C:2]1[CH:3]=[C:4]([C:8]2[N:9]([CH3:26])[C:10](=[O:25])[C:11]([O:18]C(=O)C(C)(C)C)=[C:12]([C:14]([O:16]C)=[O:15])[N:13]=2)[CH:5]=[CH:6][CH:7]=1.[C:27]1([C:36]2[CH:41]=[CH:40][CH:39]=[CH:38][CH:37]=2)[C:28]([N:33]=[C:34]=[O:35])=[CH:29][CH:30]=[CH:31][CH:32]=1. Product: [C:27]1([C:36]2[CH:41]=[CH:40][CH:39]=[CH:38][CH:37]=2)[CH:32]=[CH:31][CH:30]=[CH:29][C:28]=1[NH:33][C:34]([NH:1][C:2]1[CH:3]=[C:4]([C:8]2[N:9]([CH3:26])[C:10](=[O:25])[C:11]([OH:18])=[C:12]([C:14]([OH:16])=[O:15])[N:13]=2)[CH:5]=[CH:6][CH:7]=1)=[O:35]. The catalyst class is: 22.